This data is from Forward reaction prediction with 1.9M reactions from USPTO patents (1976-2016). The task is: Predict the product of the given reaction. (1) Given the reactants [CH2:1]([O:8][NH:9][CH2:10][C@@H:11]([C:16]([N:18]1[CH2:23][CH2:22][N:21]([C:24]2[CH:29]=[CH:28][C:27]([O:30][CH3:31])=[CH:26][CH:25]=2)[CH2:20][CH2:19]1)=[O:17])[CH2:12][CH:13]([CH3:15])[CH3:14])[C:2]1[CH:7]=[CH:6][CH:5]=[CH:4][CH:3]=1.C(N(CC)CC)C.[C:39](OC=O)(=[O:41])C, predict the reaction product. The product is: [CH2:1]([O:8][N:9]([CH2:10][C@@H:11]([C:16]([N:18]1[CH2:19][CH2:20][N:21]([C:24]2[CH:29]=[CH:28][C:27]([O:30][CH3:31])=[CH:26][CH:25]=2)[CH2:22][CH2:23]1)=[O:17])[CH2:12][CH:13]([CH3:15])[CH3:14])[CH:39]=[O:41])[C:2]1[CH:3]=[CH:4][CH:5]=[CH:6][CH:7]=1. (2) Given the reactants C(OC([NH:8][CH2:9][C:10]([NH:12][C:13]1[CH:18]=[C:17]([C:19]2[S:41][C:22]3=[N:23][C:24]([N:28]4[CH2:33][CH2:32][N:31](C(OC(C)(C)C)=O)[CH2:30][CH2:29]4)=[CH:25][C:26](=[O:27])[N:21]3[N:20]=2)[CH:16]=[CH:15][N:14]=1)=[O:11])=O)(C)(C)C.C(O)(C(F)(F)F)=O, predict the reaction product. The product is: [NH2:8][CH2:9][C:10]([NH:12][C:13]1[CH:18]=[C:17]([C:19]2[S:41][C:22]3=[N:23][C:24]([N:28]4[CH2:33][CH2:32][NH:31][CH2:30][CH2:29]4)=[CH:25][C:26](=[O:27])[N:21]3[N:20]=2)[CH:16]=[CH:15][N:14]=1)=[O:11]. (3) Given the reactants C[C:2]1[S:6][C:5]([C:7](O)=O)=[CH:4][CH:3]=1.CC[N:12]([CH2:15]C)CC.C1(P(N=[N+]=[N-])(C2C=CC=CC=2)=[O:24])C=CC=CC=1.[C:34]([OH:38])([CH3:37])([CH3:36])[CH3:35], predict the reaction product. The product is: [CH3:7][C:5]1[S:6][C:2]([NH:12][C:15](=[O:24])[O:38][C:34]([CH3:37])([CH3:36])[CH3:35])=[CH:3][CH:4]=1. (4) Given the reactants [OH:1][C:2]1[CH:3]=[N:4][CH:5]=[CH:6][CH:7]=1.C(=O)([O-])[O-].[K+].[K+].CN(C)C=O.[F:19][C:20]1[CH:21]=[C:22]([N+:27]([O-:29])=[O:28])[CH:23]=[CH:24][C:25]=1F, predict the reaction product. The product is: [F:19][C:20]1[CH:21]=[C:22]([N+:27]([O-:29])=[O:28])[CH:23]=[CH:24][C:25]=1[O:1][C:2]1[CH:3]=[N:4][CH:5]=[CH:6][CH:7]=1. (5) Given the reactants [Cl:1][C:2]1[N:7]=[C:6](Cl)[C:5]([O:9][CH2:10][C:11]([CH3:14])([OH:13])[CH3:12])=[C:4]([N:15]2[CH2:20][CH2:19][O:18][CH2:17][CH2:16]2)[N:3]=1.[H-].[Na+], predict the reaction product. The product is: [Cl:1][C:2]1[N:3]=[C:4]([N:15]2[CH2:20][CH2:19][O:18][CH2:17][CH2:16]2)[C:5]2[O:9][CH2:10][C:11]([CH3:14])([CH3:12])[O:13][C:6]=2[N:7]=1. (6) The product is: [ClH:1].[F:22][C:19]1[CH:20]=[CH:21][C:16]([NH:15][C:14]2[C:13]3[C:8](=[C:9]([CH3:33])[CH:10]=[C:11]([S:25]([CH2:28][CH2:29][C:30]([N:58]4[CH2:63][CH2:62][O:61][CH2:60][CH2:59]4)=[O:32])(=[O:26])=[O:27])[CH:12]=3)[N:7]=[CH:6][C:5]=2[C:3]([NH2:2])=[O:4])=[CH:17][C:18]=1[O:23][CH3:24]. Given the reactants [ClH:1].[NH2:2][C:3]([C:5]1[CH:6]=[N:7][C:8]2[C:13]([C:14]=1[NH:15][C:16]1[CH:21]=[CH:20][C:19]([F:22])=[C:18]([O:23][CH3:24])[CH:17]=1)=[CH:12][C:11]([S:25]([CH2:28][CH2:29][C:30]([OH:32])=O)(=[O:27])=[O:26])=[CH:10][C:9]=2[CH3:33])=[O:4].F[P-](F)(F)(F)(F)F.N1(OC(N(C)C)=[N+](C)C)C2N=CC=CC=2N=N1.[NH:58]1[CH2:63][CH2:62][O:61][CH2:60][CH2:59]1.C(N(CC)C(C)C)(C)C, predict the reaction product. (7) Given the reactants [CH3:1][O:2][C:3]1[CH:4]=[C:5]2[C:10](=[CH:11][C:12]=1[O:13][CH3:14])[CH2:9][N:8]([CH2:15][CH2:16][CH2:17][CH2:18][NH:19][C:20](=[O:29])[C:21]1[CH:26]=[C:25]([CH3:27])[CH:24]=[CH:23][C:22]=1[OH:28])[CH2:7][CH2:6]2.Cl[CH2:31][CH2:32][O:33][CH2:34][CH2:35][OH:36].C(=O)([O-])[O-].[K+].[K+], predict the reaction product. The product is: [CH3:1][O:2][C:3]1[CH:4]=[C:5]2[C:10](=[CH:11][C:12]=1[O:13][CH3:14])[CH2:9][N:8]([CH2:15][CH2:16][CH2:17][CH2:18][NH:19][C:20](=[O:29])[C:21]1[CH:26]=[C:25]([CH3:27])[CH:24]=[CH:23][C:22]=1[O:28][CH2:31][CH2:32][O:33][CH2:34][CH2:35][OH:36])[CH2:7][CH2:6]2.